Dataset: NCI-60 drug combinations with 297,098 pairs across 59 cell lines. Task: Regression. Given two drug SMILES strings and cell line genomic features, predict the synergy score measuring deviation from expected non-interaction effect. Drug 1: C1=C(C(=O)NC(=O)N1)F. Drug 2: C1=NC2=C(N=C(N=C2N1C3C(C(C(O3)CO)O)F)Cl)N. Cell line: UACC-257. Synergy scores: CSS=25.1, Synergy_ZIP=-5.47, Synergy_Bliss=-2.79, Synergy_Loewe=-21.5, Synergy_HSA=-3.69.